This data is from Full USPTO retrosynthesis dataset with 1.9M reactions from patents (1976-2016). The task is: Predict the reactants needed to synthesize the given product. (1) Given the product [F:15][CH:14]([F:16])[CH2:13][O:12][C:5]1[C:6]2[C:11](=[CH:10][CH:9]=[CH:8][CH:7]=2)[C:2]([F:17])=[N:3][CH:4]=1, predict the reactants needed to synthesize it. The reactants are: Cl[C:2]1[C:11]2[C:6](=[CH:7][CH:8]=[CH:9][CH:10]=2)[C:5]([O:12][CH2:13][CH:14]([F:16])[F:15])=[CH:4][N:3]=1.[F-:17].[Cs+]. (2) The reactants are: [CH3:1][CH:2]1[C:10](=[O:11])[C:6]2[CH:7]=[CH:8]S[C:5]=2[CH2:4][CH2:3]1.[N:12]1C=CC=C2C(=O)CC[C:13]=12.ICC. Given the product [CH2:7]([CH:6]1[C:10](=[O:11])[C:13]2=[N:12][CH:1]=[CH:2][CH:3]=[C:4]2[CH2:5]1)[CH3:8], predict the reactants needed to synthesize it. (3) Given the product [CH:38]1([C:36]([NH:35][C:33]2[N:34]=[C:29]3[CH:28]=[CH:27][C:26]([O:25][C:24]4[CH:41]=[CH:42][C:43]([CH3:44])=[C:22]([NH:21][C:8]([C:6]5[C:5]([CH3:11])=[N:4][N:3]([CH2:1][CH3:2])[CH:7]=5)=[O:10])[CH:23]=4)=[CH:31][N:30]3[N:32]=2)=[O:37])[CH2:39][CH2:40]1, predict the reactants needed to synthesize it. The reactants are: [CH2:1]([N:3]1[CH:7]=[C:6]([C:8]([OH:10])=O)[C:5]([CH3:11])=[N:4]1)[CH3:2].O1CCCC1.S(Cl)(Cl)=O.[NH2:21][C:22]1[CH:23]=[C:24]([CH:41]=[CH:42][C:43]=1[CH3:44])[O:25][C:26]1[CH:27]=[CH:28][C:29]2[N:30]([N:32]=[C:33]([NH:35][C:36]([CH:38]3[CH2:40][CH2:39]3)=[O:37])[N:34]=2)[CH:31]=1. (4) Given the product [C:1]([O:5][C:6]([N:8]([CH2:13][C:14]([OH:16])=[O:15])[CH2:9][CH:10]([NH:17][C:18]1[CH:23]=[CH:22][CH:21]=[CH:20][CH:19]=1)[CH3:11])=[O:7])([CH3:4])([CH3:3])[CH3:2], predict the reactants needed to synthesize it. The reactants are: [C:1]([O:5][C:6]([N:8]([CH2:13][C:14]([OH:16])=[O:15])[CH2:9][C:10](=O)[CH3:11])=[O:7])([CH3:4])([CH3:3])[CH3:2].[NH2:17][C:18]1[CH:23]=[CH:22][CH:21]=[CH:20][CH:19]=1.O. (5) Given the product [Cl:19][C:15]1[S:16][C:17]2[CH2:18][CH:11]3[CH2:10][NH:9][CH2:22][CH:12]3[C:13]=2[C:14]=1[C:20]#[N:21], predict the reactants needed to synthesize it. The reactants are: Cl.C(OC([N:9]1[CH2:22][CH:12]2[C:13]3[C:14]([C:20]#[N:21])=[C:15]([Cl:19])[S:16][C:17]=3[CH2:18][CH:11]2[CH2:10]1)=O)(C)(C)C. (6) Given the product [Cl:1][C:2]1[CH:10]=[CH:9][C:8]2[N:7](/[CH:11]=[CH:12]/[C:14]3[CH:15]=[N:16][CH:17]=[CH:18][CH:19]=3)[C:6]3[CH2:20][CH2:21][N:22]([CH3:24])[CH2:23][C:5]=3[C:4]=2[CH:3]=1, predict the reactants needed to synthesize it. The reactants are: [Cl:1][C:2]1[CH:10]=[CH:9][C:8]2[N:7]([CH2:11][CH:12]([C:14]3[CH:15]=[N:16][CH:17]=[CH:18][CH:19]=3)O)[C:6]3[CH2:20][CH2:21][N:22]([CH3:24])[CH2:23][C:5]=3[C:4]=2[CH:3]=1.S(=O)(=O)(O)O.[OH-].[K+].